This data is from Forward reaction prediction with 1.9M reactions from USPTO patents (1976-2016). The task is: Predict the product of the given reaction. The product is: [Br:16][C:17]1[C:22]([O:23][CH2:24][C:25]([NH:7][CH2:6][C:5]2[CH:8]=[CH:9][C:10]([NH:11][S:12]([CH3:15])(=[O:14])=[O:13])=[C:3]([F:2])[CH:4]=2)=[O:26])=[CH:21][CH:20]=[C:19]([C:28]([CH3:31])([CH3:30])[CH3:29])[N:18]=1. Given the reactants Cl.[F:2][C:3]1[CH:4]=[C:5]([CH:8]=[CH:9][C:10]=1[NH:11][S:12]([CH3:15])(=[O:14])=[O:13])[CH2:6][NH2:7].[Br:16][C:17]1[C:22]([O:23][CH2:24][C:25](O)=[O:26])=[CH:21][CH:20]=[C:19]([C:28]([CH3:31])([CH3:30])[CH3:29])[N:18]=1.C[N+]1(C2N=C(OC)N=C(OC)N=2)CCOCC1.[Cl-].CCN(CC)CC, predict the reaction product.